Task: Predict the reactants needed to synthesize the given product.. Dataset: Full USPTO retrosynthesis dataset with 1.9M reactions from patents (1976-2016) (1) Given the product [F:1][C:2]([F:7])([F:6])[C:3]([OH:5])=[O:4].[F:8][C:9]([F:14])([F:13])[C:10]([OH:12])=[O:11].[C:17]([N:50]1[CH2:49][CH2:48][CH:47]([CH2:46][CH2:45][O:44][C:36]2[CH:37]=[CH:38][C:39]3[NH:40][C:41]4[N:42]=[C:26]([NH:27][C:28]5[CH:29]=[N:30][CH:31]=[C:32]([CH:53]=5)[CH2:33][CH2:34][C:35]=2[CH:43]=3)[N:25]=[CH:24][C:23]=4[Cl:22])[CH2:52][CH2:51]1)(=[O:18])[CH3:16], predict the reactants needed to synthesize it. The reactants are: [F:1][C:2]([F:7])([F:6])[C:3]([OH:5])=[O:4].[F:8][C:9]([F:14])([F:13])[C:10]([OH:12])=[O:11].F[C:16](F)(F)[C:17](O)=[O:18].[Cl:22][C:23]1[CH:24]=[N:25][C:26]2[NH:27][C:28]3[CH:29]=[N:30][CH:31]=[C:32]([CH:53]=3)[CH2:33][CH2:34][C:35]3[CH:43]=[C:39]([NH:40][C:41]=1[N:42]=2)[CH:38]=[CH:37][C:36]=3[O:44][CH2:45][CH2:46][CH:47]1[CH2:52][CH2:51][NH:50][CH2:49][CH2:48]1.C(Cl)(=O)C. (2) The reactants are: C(OC([C:6]1[NH:7][C:8]2[C:13](C=1)=[CH:12][CH:11]=[C:10](B1OC(C)(C)C(C)(C)O1)[CH:9]=2)=O)C.Br[C:25]1[S:29][C:28]([C:30]2[N:35]([CH2:36][C:37]3[CH:42]=[CH:41][C:40]([CH3:43])=[CH:39][C:38]=3[CH3:44])[C:34](=[O:45])[C:33]([C:46]#[N:47])=[C:32]([C:48]([F:51])([F:50])[F:49])[CH:31]=2)=[CH:27][CH:26]=1.C([O-])([O-])=O.[K+].[K+].[N:58]#N.C(O)(C(F)(F)F)=O. Given the product [NH:58]1[C:13]2[CH:12]=[CH:11][C:10]([C:25]3[S:29][C:28]([C:30]4[N:35]([CH2:36][C:37]5[CH:42]=[CH:41][C:40]([CH3:43])=[CH:39][C:38]=5[CH3:44])[C:34](=[O:45])[C:33]([C:46]#[N:47])=[C:32]([C:48]([F:51])([F:50])[F:49])[CH:31]=4)=[CH:27][CH:26]=3)=[CH:9][C:8]=2[N:7]=[CH:6]1, predict the reactants needed to synthesize it. (3) Given the product [CH3:1][C:2]1([C:18]([O:20][CH2:21][CH3:22])=[O:19])[CH2:7][CH2:6][CH2:5][NH:4][CH2:3]1, predict the reactants needed to synthesize it. The reactants are: [CH3:1][C:2]1([C:18]([O:20][CH2:21][CH3:22])=[O:19])[CH2:7][CH2:6][CH2:5][N:4](C(OCC2C=CC=CC=2)=O)[CH2:3]1. (4) Given the product [CH2:13]([N:17]([CH2:21][CH2:22][CH2:23][CH3:24])[CH2:18][CH2:19][NH:20][C:1](=[O:12])/[CH:2]=[CH:3]/[CH2:4][CH2:5][CH2:6][CH2:7][CH2:8][CH2:9][CH3:10])[CH2:14][CH2:15][CH3:16], predict the reactants needed to synthesize it. The reactants are: [C:1]([OH:12])(=O)/[CH:2]=[CH:3]/[CH2:4][CH2:5][CH2:6][CH2:7][CH2:8][CH2:9][CH3:10].[CH2:13]([N:17]([CH2:21][CH2:22][CH2:23][CH3:24])[CH2:18][CH2:19][NH2:20])[CH2:14][CH2:15][CH3:16]. (5) Given the product [CH3:1][O:2][C:3]([CH:4]1[CH:19]([C:15]2[CH:16]=[CH:17][CH:18]=[C:13]([Cl:12])[C:14]=2[F:31])[C:20]([C:23]2[CH:28]=[CH:27][C:40]([Cl:41])=[CH:25][C:24]=2[F:30])([C:21]#[N:22])[CH:6]([CH2:7][C:8]([CH3:32])([CH3:9])[CH3:10])[NH:5]1)=[O:11], predict the reactants needed to synthesize it. The reactants are: [CH3:1][O:2][C:3](=[O:11])[CH2:4]/[N:5]=[CH:6]/[CH2:7][CH:8]([CH3:10])[CH3:9].[Cl:12][C:13]1[C:14]([F:31])=[C:15](/[CH:19]=[C:20](/[C:23]2[CH:28]=[CH:27]C(Cl)=[CH:25][C:24]=2[F:30])\[C:21]#[N:22])[CH:16]=[CH:17][CH:18]=1.[CH2:32](N(CC)CC)C.Cl[CH2:40][Cl:41]. (6) Given the product [CH2:17]([N:12]1[C:11]2[CH:10]=[CH:9][CH:8]=[CH:7][C:6]=2[C:5]2[C:13]1=[CH:1][CH:2]=[CH:3][CH:4]=2)[CH2:18][CH2:19][CH2:20][CH2:21][CH3:22], predict the reactants needed to synthesize it. The reactants are: [CH:1]1[C:13]2[NH:12][C:11]3[C:6](=[CH:7][CH:8]=[CH:9][CH:10]=3)[C:5]=2[CH:4]=[CH:3][CH:2]=1.[H-].[Na+].Br[CH2:17][CH2:18][CH2:19][CH2:20][CH2:21][CH3:22]. (7) Given the product [CH3:12][C:13]1[CH:22]=[C:21]2[C:15](=[CH:16][CH:17]=[CH:18][CH:19]=[CH:20]2)[C:14]=1[CH:23]([C:4]1[S:5][CH:6]=[C:2]([CH3:1])[N:3]=1)[OH:24], predict the reactants needed to synthesize it. The reactants are: [CH3:1][C:2]1[N:3]=[CH:4][S:5][CH:6]=1.[Li]CCCC.[CH3:12][C:13]1[CH:22]=[C:21]2[C:15](=[CH:16][CH:17]=[CH:18][CH:19]=[CH:20]2)[C:14]=1[CH:23]=[O:24].CCCCCC.